From a dataset of Full USPTO retrosynthesis dataset with 1.9M reactions from patents (1976-2016). Predict the reactants needed to synthesize the given product. (1) Given the product [C:15]([O:19][C:20](=[O:35])[NH:21][C@H:22]([C:26]([N:28]1[CH2:33][CH2:32][CH:31]([O:34][C:38]2[C:37]([CH3:36])=[N:42][CH:41]=[CH:40][N:39]=2)[CH2:30][CH2:29]1)=[O:27])[CH:23]([CH3:25])[CH3:24])([CH3:17])([CH3:18])[CH3:16], predict the reactants needed to synthesize it. The reactants are: N(C(OC(C)C)=O)=NC(OC(C)C)=O.[C:15]([O:19][C:20](=[O:35])[NH:21][C@H:22]([C:26]([N:28]1[CH2:33][CH2:32][CH:31]([OH:34])[CH2:30][CH2:29]1)=[O:27])[CH:23]([CH3:25])[CH3:24])([CH3:18])([CH3:17])[CH3:16].[CH3:36][C:37]1[C:38](O)=[N:39][CH:40]=[CH:41][N:42]=1.C1(P(C2C=CC=CC=2)C2C=CC=CC=2)C=CC=CC=1. (2) Given the product [Br:1][C:2]1[CH:7]=[C:6]([Cl:8])[N:5]=[C:4]([OH:11])[CH:3]=1, predict the reactants needed to synthesize it. The reactants are: [Br:1][C:2]1[CH:7]=[C:6]([Cl:8])[N:5]=[C:4](Cl)[CH:3]=1.Cl.[O:11]1CCOCC1. (3) Given the product [OH:4][C@H:5]([CH2:23][C:24]1[CH:29]=[CH:28][CH:27]=[CH:26][CH:25]=1)[C:6]([NH:8][C:9]1[C:10]([O:21][CH3:22])=[N:11][CH:12]=[C:13]([C:15]2[CH:16]=[CH:17][N:18]=[CH:19][CH:20]=2)[CH:14]=1)=[O:7], predict the reactants needed to synthesize it. The reactants are: C([O:4][C@H:5]([CH2:23][C:24]1[CH:29]=[CH:28][CH:27]=[CH:26][CH:25]=1)[C:6]([NH:8][C:9]1[C:10]([O:21][CH3:22])=[N:11][CH:12]=[C:13]([C:15]2[CH:20]=[CH:19][N:18]=[CH:17][CH:16]=2)[CH:14]=1)=[O:7])(=O)C.C(=O)([O-])[O-].[K+].[K+]. (4) Given the product [CH3:3][CH:2]([C:4]1[N:8]([CH2:9][C:10]2[C:19]3[C:14](=[CH:15][CH:16]=[CH:17][CH:18]=3)[CH:13]=[CH:12][CH:11]=2)[C:7]2[CH:20]=[C:21]([N:27]3[CH2:28][CH2:29][O:30][CH2:31][CH2:32]3)[CH:22]=[C:23]([NH2:24])[C:6]=2[N:5]=1)[CH3:1], predict the reactants needed to synthesize it. The reactants are: [CH3:1][CH:2]([C:4]1[N:8]([CH2:9][C:10]2[C:19]3[C:14](=[CH:15][CH:16]=[CH:17][CH:18]=3)[CH:13]=[CH:12][CH:11]=2)[C:7]2[CH:20]=[C:21]([N:27]3[CH2:32][CH2:31][O:30][CH2:29][CH2:28]3)[CH:22]=[C:23]([N+:24]([O-])=O)[C:6]=2[N:5]=1)[CH3:3].C([O-])([O-])=O.[Na+].[Na+]. (5) Given the product [S:1]1[CH:5]=[CH:4][CH:3]=[C:2]1[CH2:6][CH2:7][CH2:8][C:9]([NH2:14])=[O:11], predict the reactants needed to synthesize it. The reactants are: [S:1]1[CH:5]=[CH:4][CH:3]=[C:2]1[CH2:6][CH2:7][CH2:8][C:9]([OH:11])=O.C([N:14](CC)CC)C. (6) Given the product [CH3:32][NH:31][C:30]([C:26]1[CH:25]=[C:24]([O:23][C:21]2[CH:20]=[CH:19][C:17]3[N:18]=[C:14]([NH:13][CH2:12][C:6]4([C:4]([OH:5])=[O:3])[CH2:11][CH2:10][CH2:9][CH2:8][CH2:7]4)[O:15][C:16]=3[CH:22]=2)[CH:29]=[CH:28][N:27]=1)=[O:33], predict the reactants needed to synthesize it. The reactants are: C([O:3][C:4]([C:6]1([CH2:12][NH:13][C:14]2[O:15][C:16]3[CH:22]=[C:21]([O:23][C:24]4[CH:29]=[CH:28][N:27]=[C:26]([C:30](=[O:33])[NH:31][CH3:32])[CH:25]=4)[CH:20]=[CH:19][C:17]=3[N:18]=2)[CH2:11][CH2:10][CH2:9][CH2:8][CH2:7]1)=[O:5])C.[OH-].[Na+].C1COCC1.